From a dataset of Ames mutagenicity test results for genotoxicity prediction. Regression/Classification. Given a drug SMILES string, predict its toxicity properties. Task type varies by dataset: regression for continuous values (e.g., LD50, hERG inhibition percentage) or binary classification for toxic/non-toxic outcomes (e.g., AMES mutagenicity, cardiotoxicity, hepatotoxicity). Dataset: ames. (1) The molecule is ICCc1ccc(OCc2ccccc2)cc1. The result is 1 (mutagenic). (2) The drug is Cc1cccc2c1ccc1cc3ccccc3cc12. The result is 1 (mutagenic). (3) The drug is Clc1cccc2oc3ccccc3c12. The result is 0 (non-mutagenic). (4) The drug is Cn1c(N)nc2nc3ccccc3cc21. The result is 1 (mutagenic).